From a dataset of Forward reaction prediction with 1.9M reactions from USPTO patents (1976-2016). Predict the product of the given reaction. (1) Given the reactants Br[C:2]1[N:3]=[C:4]([C:22]2[CH:27]=[CH:26][C:25]([F:28])=[CH:24][CH:23]=2)[N:5]([C:7]2[CH:12]=[CH:11][N:10]=[C:9]([NH:13][C@H:14]([C:16]3[CH:21]=[CH:20][CH:19]=[CH:18][CH:17]=3)[CH3:15])[N:8]=2)[CH:6]=1.C[Sn](C)(C)[C:31]1[CH:36]=[CH:35][N:34]=[CH:33][CH:32]=1.C([O-])([O-])=O.[Na+].[Na+], predict the reaction product. The product is: [F:28][C:25]1[CH:26]=[CH:27][C:22]([C:4]2[N:5]([C:7]3[CH:12]=[CH:11][N:10]=[C:9]([NH:13][C@H:14]([C:16]4[CH:21]=[CH:20][CH:19]=[CH:18][CH:17]=4)[CH3:15])[N:8]=3)[CH:6]=[C:2]([C:31]3[CH:36]=[CH:35][N:34]=[CH:33][CH:32]=3)[N:3]=2)=[CH:23][CH:24]=1. (2) Given the reactants N[C:2]1[CH:11]=[CH:10][C:5]([C:6]([O:8][CH3:9])=[O:7])=[C:4]([C:12]2[CH:17]=[CH:16][CH:15]=[CH:14][CH:13]=2)[CH:3]=1.N([O-])=O.[Na+].N(O)=O.[H+].[B-](F)(F)(F)[F:27], predict the reaction product. The product is: [CH3:9][O:8][C:6](=[O:7])[C:5]1[CH:10]=[CH:11][C:2]([F:27])=[CH:3][C:4]=1[C:12]1[CH:17]=[CH:16][CH:15]=[CH:14][CH:13]=1. (3) Given the reactants C(OC([NH:8][CH2:9][C:10]([NH:12][C:13]1[CH:22]=[CH:21][C:16]([C:17]([O:19][CH3:20])=[O:18])=[CH:15][CH:14]=1)=[O:11])=O)(C)(C)C.[C:23]([OH:29])([C:25]([F:28])([F:27])[F:26])=[O:24], predict the reaction product. The product is: [NH2:8][CH2:9][C:10]([NH:12][C:13]1[CH:22]=[CH:21][C:16]([C:17]([O:19][CH3:20])=[O:18])=[CH:15][CH:14]=1)=[O:11].[C:23]([OH:29])([C:25]([F:28])([F:27])[F:26])=[O:24].